From a dataset of Catalyst prediction with 721,799 reactions and 888 catalyst types from USPTO. Predict which catalyst facilitates the given reaction. (1) Reactant: C(N(CC)[C:4]([C:6]1[C:7]2[CH:14]=[CH:13][CH:12]=[CH:11][C:8]=2[S:9][CH:10]=1)=[O:5])C.[CH2:17]([Li])[CH2:18][CH2:19][CH3:20].[OH2:22].C(Cl)(Cl)Cl. Product: [CH:17]1[C:6]2[C:7]3[C:14](=[O:22])[C:10]4[S:9][C:8]5[CH:11]=[CH:12][CH:13]=[CH:14][C:7]=5[C:6]=4[C:4](=[O:5])[C:8]=3[S:9][C:10]=2[CH:20]=[CH:19][CH:18]=1. The catalyst class is: 27. (2) Reactant: [BH4-].[Na+].[F:3][C:4]([F:19])([F:18])[C:5]1[CH:6]=[CH:7][C:8]([CH2:11][CH:12]2[CH2:16][CH2:15][CH2:14][C:13]2=[O:17])=[N:9][CH:10]=1. Product: [F:18][C:4]([F:3])([F:19])[C:5]1[CH:6]=[CH:7][C:8]([CH2:11][CH:12]2[CH2:16][CH2:15][CH2:14][CH:13]2[OH:17])=[N:9][CH:10]=1. The catalyst class is: 8.